Dataset: Reaction yield outcomes from USPTO patents with 853,638 reactions. Task: Predict the reaction yield, written as a fraction of the theoretical maximum amount of product (1.0 means a 100% yield; for example, 0.34 means a 34% yield). (1) The reactants are [CH2:1]([O:8][C@H:9]1[C@H:14]([O:15][CH2:16][C:17]2[CH:22]=[CH:21][CH:20]=[CH:19][CH:18]=2)[C@H:13]([O:23][CH2:24][C:25]2[CH:30]=[CH:29][CH:28]=[CH:27][CH:26]=2)[C@H:12]([CH3:31])[O:11][C@H:10]1[CH2:32][CH2:33][CH2:34][CH2:35][OH:36])[C:2]1[CH:7]=[CH:6][CH:5]=[CH:4][CH:3]=1.CC(OI1(OC(C)=O)(OC(C)=O)OC(=O)C2C=CC=CC1=2)=O. The catalyst is C(Cl)Cl. The product is [CH2:1]([O:8][C@H:9]1[C@H:14]([O:15][CH2:16][C:17]2[CH:22]=[CH:21][CH:20]=[CH:19][CH:18]=2)[C@H:13]([O:23][CH2:24][C:25]2[CH:26]=[CH:27][CH:28]=[CH:29][CH:30]=2)[C@H:12]([CH3:31])[O:11][C@H:10]1[CH2:32][CH2:33][CH2:34][CH:35]=[O:36])[C:2]1[CH:7]=[CH:6][CH:5]=[CH:4][CH:3]=1. The yield is 0.720. (2) The reactants are [Cl:1][C:2]1[C:3]([NH:15][CH:16]2[CH2:24][CH2:23][CH:22]3[CH:18]([CH2:19][NH:20][CH2:21]3)[CH2:17]2)=[N:4][C:5]([NH:8][C:9]2[CH:10]=[N:11][N:12]([CH3:14])[CH:13]=2)=[N:6][CH:7]=1.[C:25]([CH2:27][C:28](O)=[O:29])#[N:26].CCN=C=NCCCN(C)C.C1C=NC2N(O)N=NC=2C=1. The catalyst is C(Cl)Cl.CN(C=O)C. The product is [Cl:1][C:2]1[C:3]([NH:15][CH:16]2[CH2:24][CH2:23][CH:22]3[CH:18]([CH2:19][N:20]([C:28](=[O:29])[CH2:27][C:25]#[N:26])[CH2:21]3)[CH2:17]2)=[N:4][C:5]([NH:8][C:9]2[CH:10]=[N:11][N:12]([CH3:14])[CH:13]=2)=[N:6][CH:7]=1. The yield is 0.408. (3) The reactants are COC1C=CC(C[N:8]2[C:12]3=[N:13][CH:14]=[CH:15][C:16]([O:17][C:18]4[CH:23]=[CH:22][C:21]([NH:24][C:25]([C:27]5[C:28](=[O:40])[N:29]([C:33]6[CH:38]=[CH:37][C:36]([F:39])=[CH:35][CH:34]=6)[N:30]=[CH:31][CH:32]=5)=[O:26])=[CH:20][C:19]=4[F:41])=[C:11]3[C:10]([N:42]3[CH2:49][CH:48]4[CH:44]([CH2:45][NH:46][CH2:47]4)[CH2:43]3)=[N:9]2)=CC=1.C(O)(C(F)(F)F)=O. No catalyst specified. The product is [F:41][C:19]1[CH:20]=[C:21]([NH:24][C:25]([C:27]2[C:28](=[O:40])[N:29]([C:33]3[CH:34]=[CH:35][C:36]([F:39])=[CH:37][CH:38]=3)[N:30]=[CH:31][CH:32]=2)=[O:26])[CH:22]=[CH:23][C:18]=1[O:17][C:16]1[CH:15]=[CH:14][N:13]=[C:12]2[NH:8][N:9]=[C:10]([N:42]3[CH2:43][CH:44]4[CH:48]([CH2:47][NH:46][CH2:45]4)[CH2:49]3)[C:11]=12. The yield is 0.132. (4) The reactants are Cl[CH2:2][O:3][C:4](=[O:17])[CH2:5][CH2:6][C:7]([O:9][CH2:10][C:11]1[CH:16]=[CH:15][CH:14]=[CH:13][CH:12]=1)=[O:8].[I-:18].[Na+]. The catalyst is C(#N)C. The product is [I:18][CH2:2][O:3][C:4](=[O:17])[CH2:5][CH2:6][C:7]([O:9][CH2:10][C:11]1[CH:16]=[CH:15][CH:14]=[CH:13][CH:12]=1)=[O:8]. The yield is 1.00. (5) The yield is 0.0700. The catalyst is CC(N(C)C)=O. The product is [OH:42][NH:41][C:22]([C:20]1[CH:19]=[CH:18][C:15]2[C@H:16]([CH3:17])[N:10]([C:8]([C:4]3([CH2:3][O:2][CH3:1])[CH2:7][O:6][CH2:5]3)=[O:9])[CH2:11][CH2:12][O:13][C:14]=2[CH:21]=1)=[O:24]. The reactants are [CH3:1][O:2][CH2:3][C:4]1([C:8]([N:10]2[C@@H:16]([CH3:17])[C:15]3[CH:18]=[CH:19][C:20]([C:22]([O:24]CC)=O)=[CH:21][C:14]=3[O:13][CH2:12][CH2:11]2)=[O:9])[CH2:7][O:6][CH2:5]1.ClC(OC(C)C)=O.CN1CCOCC1.[NH2:41][OH:42]. (6) The reactants are Cl.Cl.[CH2:3]([O:5][C:6](=[O:12])[CH2:7][NH:8][CH2:9][CH2:10][NH2:11])[CH3:4].C(N(CC)CC)C.[CH3:20][C:21]1[CH:26]=[CH:25][C:24]([S:27](Cl)(=[O:29])=[O:28])=[C:23]([N+:31]([O-:33])=[O:32])[CH:22]=1. The catalyst is ClCCl. The product is [CH2:3]([O:5][C:6](=[O:12])[CH2:7][NH:8][CH2:9][CH2:10][NH:11][S:27]([C:24]1[CH:25]=[CH:26][C:21]([CH3:20])=[CH:22][C:23]=1[N+:31]([O-:33])=[O:32])(=[O:28])=[O:29])[CH3:4]. The yield is 0.920.